This data is from Reaction yield outcomes from USPTO patents with 853,638 reactions. The task is: Predict the reaction yield, written as a fraction of the theoretical maximum amount of product (1.0 means a 100% yield; for example, 0.34 means a 34% yield). (1) The reactants are [NH2:1][C:2]1[CH:13]=[CH:12][CH:11]=[CH:10][C:3]=1[C:4]([NH:6][CH2:7][CH2:8][CH3:9])=[O:5].[Cl:14][C:15]1[N:20]=[C:19](Cl)[C:18]([Cl:22])=[CH:17][N:16]=1.C(=O)([O-])[O-].[K+].[K+].CN(C)C=O.[Cl-].[NH4+]. No catalyst specified. The product is [Cl:14][C:15]1[N:20]=[C:19]([NH:1][C:2]2[CH:13]=[CH:12][CH:11]=[CH:10][C:3]=2[C:4]([NH:6][CH2:7][CH2:8][CH3:9])=[O:5])[C:18]([Cl:22])=[CH:17][N:16]=1. The yield is 0.640. (2) The reactants are [N:1]([C:4]1[CH:9]=[CH:8][N:7]=[CH:6][C:5]=1[S:10]([NH2:13])(=[O:12])=[O:11])=[N+]=[N-].[BH4-].[Na+]. The catalyst is CO. The product is [NH2:1][C:4]1[CH:9]=[CH:8][N:7]=[CH:6][C:5]=1[S:10]([NH2:13])(=[O:12])=[O:11]. The yield is 0.550. (3) The reactants are C(OP([CH2:9][C:10]([O:12][CH2:13][CH3:14])=[O:11])(OCC)=O)C.[H-].[Na+].[CH:17]([C:19]1[CH:20]=[C:21]2[C:26](=[CH:27][CH:28]=1)[C:25](=[O:29])[N:24]([CH2:30][CH:31]([CH3:33])[CH3:32])[C:23]([CH2:34][NH:35][C:36](=[O:42])[O:37][C:38]([CH3:41])([CH3:40])[CH3:39])=[C:22]2[C:43]1[CH:48]=[CH:47][CH:46]=[CH:45][CH:44]=1)=O.O. The catalyst is CN(C)C=O. The product is [C:38]([O:37][C:36]([NH:35][CH2:34][C:23]1[N:24]([CH2:30][CH:31]([CH3:33])[CH3:32])[C:25](=[O:29])[C:26]2[C:21]([C:22]=1[C:43]1[CH:44]=[CH:45][CH:46]=[CH:47][CH:48]=1)=[CH:20][C:19](/[CH:17]=[CH:9]/[C:10]([O:12][CH2:13][CH3:14])=[O:11])=[CH:28][CH:27]=2)=[O:42])([CH3:41])([CH3:40])[CH3:39]. The yield is 0.717. (4) The reactants are Br[C:2]1[CH:3]=[N:4][C:5]2[C:10]([CH:11]=1)=[CH:9][C:8]([CH2:12][C:13]1[N:17]3[N:18]=[CH:19][CH:20]=[N:21][C:16]3=[N:15][N:14]=1)=[CH:7][CH:6]=2.[CH3:22][N:23]1[CH:27]=[CH:26][CH:25]=[N:24]1.C(=O)([O-])[O-].[K+].[K+]. No catalyst specified. The product is [CH3:22][N:23]1[CH:27]=[C:26]([C:2]2[CH:3]=[N:4][C:5]3[C:10]([CH:11]=2)=[CH:9][C:8]([CH2:12][C:13]2[N:17]4[N:18]=[CH:19][CH:20]=[N:21][C:16]4=[N:15][N:14]=2)=[CH:7][CH:6]=3)[CH:25]=[N:24]1. The yield is 0.290. (5) The reactants are [C:1](Cl)(=[O:9])[O:2][C:3]1[CH:8]=[CH:7][CH:6]=[CH:5][CH:4]=1.[CH3:11][N:12]1[C:16]([C:17]([F:20])([F:19])[F:18])=[CH:15][C:14]([NH2:21])=[N:13]1. The catalyst is C1COCC1. The product is [CH3:11][N:12]1[C:16]([C:17]([F:18])([F:19])[F:20])=[CH:15][C:14]([NH:21][C:1](=[O:9])[O:2][C:3]2[CH:8]=[CH:7][CH:6]=[CH:5][CH:4]=2)=[N:13]1. The yield is 0.850. (6) The reactants are Cl[C:2]1[CH:7]=[CH:6][C:5]([N+:8]([O-])=O)=[CH:4][N:3]=1.[NH:11]1[CH2:16][CH2:15][CH:14]([OH:17])[CH2:13][CH2:12]1.C([O-])([O-])=O.[K+].[K+]. The catalyst is CN(C=O)C. The product is [NH2:8][C:5]1[CH:6]=[CH:7][C:2]([N:11]2[CH2:16][CH2:15][CH:14]([OH:17])[CH2:13][CH2:12]2)=[N:3][CH:4]=1. The yield is 0.942. (7) The reactants are C(OC(=O)[NH:7][CH2:8][CH2:9][CH2:10][N:11]([CH:21]([C:24]1[N:25]([CH2:38][C:39]2[CH:44]=[CH:43][CH:42]=[CH:41][CH:40]=2)[C:26](=[O:37])[C:27]2[C:32]([C:33]([F:36])([F:35])[F:34])=[N:31][O:30][C:28]=2[N:29]=1)[CH2:22][CH3:23])[C:12](=[O:20])[C:13]1[CH:18]=[CH:17][C:16]([CH3:19])=[CH:15][CH:14]=1)(C)(C)C.C(O)(C(F)(F)F)=O. The catalyst is C(Cl)Cl. The product is [NH2:7][CH2:8][CH2:9][CH2:10][N:11]([CH:21]([C:24]1[N:25]([CH2:38][C:39]2[CH:40]=[CH:41][CH:42]=[CH:43][CH:44]=2)[C:26](=[O:37])[C:27]2[C:32]([C:33]([F:36])([F:35])[F:34])=[N:31][O:30][C:28]=2[N:29]=1)[CH2:22][CH3:23])[C:12](=[O:20])[C:13]1[CH:18]=[CH:17][C:16]([CH3:19])=[CH:15][CH:14]=1. The yield is 0.960. (8) The reactants are [CH3:1][O:2][CH2:3][CH2:4][O:5][CH2:6][CH2:7][O:8][CH2:9][CH2:10][O:11][C:12]1[CH:17]=[C:16]([N+]([O-])=O)[C:15]([N+:21]([O-])=O)=[CH:14][C:13]=1[O:24][CH2:25][CH2:26][O:27][CH2:28][CH2:29][O:30][CH2:31][CH2:32][O:33][CH3:34].O.[NH2:36]N.C(Cl)Cl.CO. The catalyst is C(O)C.[Pd]. The product is [NH2:21][C:15]1[CH:16]=[CH:17][C:12]([O:11][CH2:10][CH2:9][O:8][CH2:7][CH2:6][O:5][CH2:4][CH2:3][O:2][CH3:1])=[C:13]([O:24][CH2:25][CH2:26][O:27][CH2:28][CH2:29][O:30][CH2:31][CH2:32][O:33][CH3:34])[C:14]=1[NH2:36]. The yield is 0.890.